Dataset: Full USPTO retrosynthesis dataset with 1.9M reactions from patents (1976-2016). Task: Predict the reactants needed to synthesize the given product. (1) Given the product [Cl:1][C:2]1[CH:10]=[CH:9][C:5]([C:6]([NH:40][C:37]2[CH:38]=[CH:39][N:35]([CH2:34][C:25]3[C:24]([Cl:23])=[CH:29][C:28]([C:30]([F:33])([F:32])[F:31])=[CH:27][N:26]=3)[N:36]=2)=[O:8])=[CH:4][N:3]=1, predict the reactants needed to synthesize it. The reactants are: [Cl:1][C:2]1[CH:10]=[CH:9][C:5]([C:6]([OH:8])=O)=[CH:4][N:3]=1.Cl.C(N=C=NCCCN(C)C)C.[Cl:23][C:24]1[C:25]([CH2:34][N:35]2[CH:39]=[CH:38][C:37]([NH2:40])=[N:36]2)=[N:26][CH:27]=[C:28]([C:30]([F:33])([F:32])[F:31])[CH:29]=1. (2) Given the product [I:1][C:2]1[CH:7]=[CH:6][C:5]([O:8][CH2:14][CH2:15][O:16][CH2:17][CH2:18][O:19][CH2:20][CH2:21][O:22][CH2:23][CH2:24][O:25][CH2:26][CH2:27][O:28][CH3:29])=[CH:4][CH:3]=1, predict the reactants needed to synthesize it. The reactants are: [I:1][C:2]1[CH:7]=[CH:6][C:5]([OH:8])=[CH:4][CH:3]=1.CS(O[CH2:14][CH2:15][O:16][CH2:17][CH2:18][O:19][CH2:20][CH2:21][O:22][CH2:23][CH2:24][O:25][CH2:26][CH2:27][O:28][CH3:29])(=O)=O.C(=O)([O-])[O-].[K+].[K+]. (3) Given the product [CH:19]1([C:10]([C:8]2[O:9][C:5]3[CH:4]=[CH:3][C:2]([F:1])=[CH:18][C:6]=3[C:7]=2[CH2:12][O:13][CH2:14][CH2:15][O:16][CH3:17])=[O:11])[CH2:24][CH2:23][CH2:22][CH2:21][CH2:20]1, predict the reactants needed to synthesize it. The reactants are: [F:1][C:2]1[CH:3]=[CH:4][C:5]2[O:9][C:8]([CH:10]=[O:11])=[C:7]([CH2:12][O:13][CH2:14][CH2:15][O:16][CH3:17])[C:6]=2[CH:18]=1.[CH:19]1([Mg]Br)[CH2:24][CH2:23][CH2:22][CH2:21][CH2:20]1.[Cl-].[NH4+].C[N+]1([O-])CCOCC1. (4) Given the product [CH2:16]([O:18][C:19](=[O:34])[CH2:20][O:21][C:22]1[CH:27]=[C:26]([CH3:28])[C:25]([SH:29])=[CH:24][C:23]=1[CH3:33])[CH3:17], predict the reactants needed to synthesize it. The reactants are: C(OC(=O)COC1C=CC(S)=CC=1C)C.[CH2:16]([O:18][C:19](=[O:34])[CH2:20][O:21][C:22]1[CH:27]=[C:26]([CH3:28])[C:25]([S:29](Cl)(=O)=O)=[CH:24][C:23]=1[CH3:33])[CH3:17].